This data is from Peptide-MHC class II binding affinity with 134,281 pairs from IEDB. The task is: Regression. Given a peptide amino acid sequence and an MHC pseudo amino acid sequence, predict their binding affinity value. This is MHC class II binding data. (1) The peptide sequence is VKDLKKIITRISAVS. The MHC is DRB1_0301 with pseudo-sequence DRB1_0301. The binding affinity (normalized) is 0. (2) The peptide sequence is ALPTVEVVAAAADEV. The MHC is HLA-DQA10301-DQB10302 with pseudo-sequence HLA-DQA10301-DQB10302. The binding affinity (normalized) is 0.238. (3) The peptide sequence is AFKVQATAANAAPAN. The MHC is DRB1_0401 with pseudo-sequence DRB1_0401. The binding affinity (normalized) is 0.334. (4) The peptide sequence is GELQIVKKIDAAFKI. The MHC is DRB1_0701 with pseudo-sequence DRB1_0701. The binding affinity (normalized) is 0.824.